This data is from Forward reaction prediction with 1.9M reactions from USPTO patents (1976-2016). The task is: Predict the product of the given reaction. (1) Given the reactants COC([N:5]1[C:13]2[C:8](=[C:9]([NH:14][C:15]([NH:17][CH:18]3[C:27]4[C:22](=[CH:23][C:24]([C:28]([F:31])([F:30])[F:29])=[CH:25][CH:26]=4)[O:21][CH2:20][CH2:19]3)=[O:16])[CH:10]=[CH:11][CH:12]=2)[CH:7]=[N:6]1)=O.COC(N1C2C(=C(NC(NC3C4C(=CC(C(C)(C)C)=CC=4)OCC3)=O)C=CC=2)C=N1)=O, predict the reaction product. The product is: [NH:5]1[C:13]2[C:8](=[C:9]([NH:14][C:15]([NH:17][CH:18]3[C:27]4[C:22](=[CH:23][C:24]([C:28]([F:29])([F:31])[F:30])=[CH:25][CH:26]=4)[O:21][CH2:20][CH2:19]3)=[O:16])[CH:10]=[CH:11][CH:12]=2)[CH:7]=[N:6]1. (2) Given the reactants C(=O)([O-])[O-].[K+].[K+].CS([O:11][CH:12]1[CH2:17][CH2:16][N:15]([C:18]([O:20][C:21]([CH3:24])([CH3:23])[CH3:22])=[O:19])[CH2:14][CH2:13]1)(=O)=O.[Cl:25][C:26]1[CH:27]=[CH:28][C:29](O)=[N:30][CH:31]=1, predict the reaction product. The product is: [Cl:25][C:26]1[CH:27]=[CH:28][C:29]([O:11][CH:12]2[CH2:17][CH2:16][N:15]([C:18]([O:20][C:21]([CH3:24])([CH3:23])[CH3:22])=[O:19])[CH2:14][CH2:13]2)=[N:30][CH:31]=1. (3) Given the reactants Cl[C:2]1[CH:3]=[CH:4][C:5]2[N:6]([CH:8]=[C:9]([C:11]([N:13]3[CH2:18][CH2:17][CH:16]([C:19]4[CH:24]=[CH:23][CH:22]=[CH:21][C:20]=4[C:25]([F:28])([F:27])[F:26])[CH2:15][CH2:14]3)=[O:12])[N:10]=2)[N:7]=1.[CH3:29]B1OB(C)OB(C)O1.C([O-])([O-])=O.[K+].[K+].O1CCOCC1, predict the reaction product. The product is: [CH3:29][C:2]1[CH:3]=[CH:4][C:5]2[N:6]([CH:8]=[C:9]([C:11]([N:13]3[CH2:18][CH2:17][CH:16]([C:19]4[CH:24]=[CH:23][CH:22]=[CH:21][C:20]=4[C:25]([F:26])([F:27])[F:28])[CH2:15][CH2:14]3)=[O:12])[N:10]=2)[N:7]=1. (4) Given the reactants [N:1]1[N:5]2[C:6]([C:10]3[CH:11]=[C:12]([NH:16][C:17](=[O:28])[C:18]4[CH:23]=[CH:22][CH:21]=[C:20]([C:24]([F:27])([F:26])[F:25])[CH:19]=4)[CH:13]=[CH:14][CH:15]=3)=[CH:7][CH2:8][NH:9][C:4]2=[CH:3][CH:2]=1.CCN(C(C)C)C(C)C.Br[CH2:39][C:40]#[C:41][CH3:42], predict the reaction product. The product is: [CH2:39]([N:9]1[CH2:8][CH:7]=[C:6]([C:10]2[CH:11]=[C:12]([NH:16][C:17](=[O:28])[C:18]3[CH:23]=[CH:22][CH:21]=[C:20]([C:24]([F:25])([F:26])[F:27])[CH:19]=3)[CH:13]=[CH:14][CH:15]=2)[N:5]2[N:1]=[CH:2][CH:3]=[C:4]12)[C:40]#[C:41][CH3:42]. (5) Given the reactants [Cl:1][C:2]1[CH:7]=[C:6]([I:8])[CH:5]=[CH:4][C:3]=1[NH:9][C:10]1[CH:18]=[N:17][CH:16]=[CH:15][C:11]=1[C:12]([OH:14])=O.[CH3:19][O:20][NH2:21], predict the reaction product. The product is: [CH2:19]([O:20][NH:21][C:12](=[O:14])[C:11]1[CH:15]=[CH:16][N:17]=[CH:18][C:10]=1[NH:9][C:3]1[CH:4]=[CH:5][C:6]([I:8])=[CH:7][C:2]=1[Cl:1])[C:2]1[CH:7]=[CH:6][CH:5]=[CH:4][CH:3]=1. (6) Given the reactants [C:1]([SiH2:5][O:6][C:7]([C:30]1[CH:35]=[CH:34][CH:33]=[CH:32][CH:31]=1)([C:24]1[CH:29]=[CH:28][CH:27]=[CH:26][CH:25]=1)[C:8]1[C:13]([N:14]2[CH2:19][C@H:18]([CH3:20])[O:17][C@H:16]([CH3:21])[CH2:15]2)=[C:12]([F:22])[C:11]([F:23])=[CH:10][CH:9]=1)([CH3:4])([CH3:3])[CH3:2].C([Li])(CC)C.CN([CH:44]=[O:45])C.[NH4+].[Cl-], predict the reaction product. The product is: [C:1]([SiH2:5][O:6][C:7]([C:24]1[CH:25]=[CH:26][CH:27]=[CH:28][CH:29]=1)([C:30]1[CH:35]=[CH:34][CH:33]=[CH:32][CH:31]=1)[C:8]1[C:13]([N:14]2[CH2:15][C@H:16]([CH3:21])[O:17][C@H:18]([CH3:20])[CH2:19]2)=[C:12]([F:22])[C:11]([F:23])=[C:10]([CH:9]=1)[CH:44]=[O:45])([CH3:3])([CH3:4])[CH3:2].